Predict the reaction yield, written as a fraction of the theoretical maximum amount of product (1.0 means a 100% yield; for example, 0.34 means a 34% yield). From a dataset of Reaction yield outcomes from USPTO patents with 853,638 reactions. (1) The yield is 0.850. The product is [C:14]1([C:11](=[C:3]2[C:4]3[C:9](=[CH:8][CH:7]=[CH:6][CH:5]=3)[NH:1][C:2]2=[O:10])[CH3:12])[CH:19]=[CH:18][CH:17]=[CH:16][CH:15]=1. The catalyst is C1(C)C=CC=CC=1. The reactants are [NH:1]1[C:9]2[C:4](=[CH:5][CH:6]=[CH:7][CH:8]=2)[CH2:3][C:2]1=[O:10].[C:11]([C:14]1[CH:19]=[CH:18][CH:17]=[CH:16][CH:15]=1)(=O)[CH3:12].N1CCCC1. (2) The catalyst is ClCCCl.C(Cl)Cl.C(=O)(O)[O-].[Na+].[Ti](Cl)(Cl)(Cl)Cl. The product is [CH:2]([N:13]1[C:12]2[CH:18]=[C:8]([N+:5]([O-:7])=[O:6])[CH:9]=[CH:10][C:11]=2[O:17][CH2:16][CH2:15][CH2:14]1)([CH3:4])[CH3:1]. The yield is 0.420. The reactants are [CH3:1][C:2]([CH3:4])=O.[N+:5]([C:8]1[CH:9]=[CH:10][C:11]2[O:17][CH2:16][CH2:15][CH2:14][NH:13][C:12]=2[CH:18]=1)([O-:7])=[O:6].C(O[BH-](OC(=O)C)OC(=O)C)(=O)C.[Na+]. (3) The reactants are [F:1][C:2]1[CH:3]=[C:4]([CH3:9])[CH:5]=[CH:6][C:7]=1[I:8].[Br:10]N1C(=O)CCC1=O. The catalyst is C(Cl)(Cl)(Cl)Cl.ClCCl.C(OOC(=O)C1C=CC=CC=1)(=O)C1C=CC=CC=1. The product is [Br:10][CH2:9][C:4]1[CH:5]=[CH:6][C:7]([I:8])=[C:2]([F:1])[CH:3]=1. The yield is 0.860. (4) The reactants are [CH2:1]([NH2:5])[CH:2](C)C.FC1C=C(C)C=CC=1[N+]([O-])=[O:14].[CH2:17]([NH:21][C:22]1[CH:28]=[C:27]([CH3:29])[CH:26]=[CH:25][C:23]=1[NH2:24])[CH:18]([CH3:20])[CH3:19].N[C:31]1[S:32]C=[CH:34][N:35]=1. No catalyst specified. The product is [CH2:17]([NH:21][C:22]1[CH:28]=[C:27]([CH3:29])[CH:26]=[CH:25][C:23]=1[NH2:24])[CH:18]([CH3:20])[CH3:19].[CH2:17]([NH:21][C:22]1[CH:28]=[C:27]([CH3:29])[CH:26]=[CH:25][C:23]=1[NH:24][C:34]([NH:35][C:31]1[S:32][CH:2]=[CH:1][N:5]=1)=[O:14])[CH:18]([CH3:20])[CH3:19]. The yield is 0.690. (5) The reactants are [Br:1][C:2]1[CH:7]=[C:6]2[NH:8][CH2:9][C:10]3([CH2:15][CH2:14][S:13][CH2:12][CH2:11]3)[C:5]2=[CH:4][CH:3]=1.C(N(CC)CC)C.[C:23](Cl)(=[O:25])[CH3:24]. The catalyst is CN(C1C=CN=CC=1)C.ClCCl. The product is [C:23]([N:8]1[C:6]2[C:5](=[CH:4][CH:3]=[C:2]([Br:1])[CH:7]=2)[C:10]2([CH2:15][CH2:14][S:13][CH2:12][CH2:11]2)[CH2:9]1)(=[O:25])[CH3:24]. The yield is 1.00. (6) The reactants are [Cl:1][C:2]1[C:3]([CH:12]([CH3:14])[CH3:13])=[C:4]([C:7]([OH:11])=[C:8]([CH3:10])[CH:9]=1)[CH:5]=O.C([O-])([O-])=O.[K+].[K+].[F:21][C:22]([F:31])([F:30])/[CH:23]=[CH:24]/[C:25]([O:27][CH2:28][CH3:29])=[O:26].Cl. The catalyst is CN(C=O)C. The product is [Cl:1][C:2]1[C:3]([CH:12]([CH3:14])[CH3:13])=[C:4]2[C:7](=[C:8]([CH3:10])[CH:9]=1)[O:11][CH:23]([C:22]([F:21])([F:31])[F:30])[C:24]([C:25]([O:27][CH2:28][CH3:29])=[O:26])=[CH:5]2. The yield is 0.680. (7) The catalyst is N1C=CC=CC=1.ClCCl. The yield is 0.900. The reactants are [C:1]([O:5][C:6]([N:8]1[CH2:14][CH2:13][C:12]2[CH:15]=[CH:16][CH:17]=[CH:18][C:11]=2[C:10]([NH2:22])([N:19]([CH3:21])[CH3:20])[CH2:9]1)=[O:7])([CH3:4])([CH3:3])[CH3:2].[Br:23][C:24]1[S:28][C:27]([S:29](Cl)(=[O:31])=[O:30])=[CH:26][CH:25]=1. The product is [C:1]([O:5][C:6]([N:8]1[CH2:14][CH2:13][C:12]2[CH:15]=[CH:16][CH:17]=[CH:18][C:11]=2[C:10]([NH:22][S:29]([C:27]2[S:28][C:24]([Br:23])=[CH:25][CH:26]=2)(=[O:31])=[O:30])([N:19]([CH3:20])[CH3:21])[CH2:9]1)=[O:7])([CH3:4])([CH3:3])[CH3:2]. (8) The reactants are C([O:8][C:9](=[O:31])[CH:10]([NH:23][C:24]([O:26][C:27]([CH3:30])([CH3:29])[CH3:28])=[O:25])[C:11]1[CH:16]=[CH:15][C:14](/[CH:17]=[CH:18]/[S:19]([CH3:22])(=[O:21])=[O:20])=[CH:13][CH:12]=1)C1C=CC=CC=1. The catalyst is CO.C(OCC)(=O)C. The product is [C:27]([O:26][C:24]([NH:23][CH:10]([C:11]1[CH:12]=[CH:13][C:14]([CH2:17][CH2:18][S:19]([CH3:22])(=[O:21])=[O:20])=[CH:15][CH:16]=1)[C:9]([OH:31])=[O:8])=[O:25])([CH3:29])([CH3:30])[CH3:28]. The yield is 0.940. (9) The reactants are [C:1]([O:5][C:6]([C@@:8]1([CH2:22][CH:23]=[CH2:24])[CH2:12][C:11](=[O:13])[N:10]([C@@H:14]([C:16]2[CH:21]=[CH:20][CH:19]=[CH:18][CH:17]=2)[CH3:15])[CH2:9]1)=[O:7])([CH3:4])([CH3:3])[CH3:2].B1C2CCCC1CCC2.[OH-].[Na+].OO.C(=O)(O)[O-:39].[Na+]. The catalyst is O1CCCC1.C(OCC)C. The product is [C:1]([O:5][C:6]([C@@:8]1([CH2:22][CH2:23][CH2:24][OH:39])[CH2:12][C:11](=[O:13])[N:10]([C@@H:14]([C:16]2[CH:17]=[CH:18][CH:19]=[CH:20][CH:21]=2)[CH3:15])[CH2:9]1)=[O:7])([CH3:4])([CH3:3])[CH3:2]. The yield is 0.749.